Dataset: Reaction yield outcomes from USPTO patents with 853,638 reactions. Task: Predict the reaction yield, written as a fraction of the theoretical maximum amount of product (1.0 means a 100% yield; for example, 0.34 means a 34% yield). (1) The reactants are [H-].[Al+3].[Li+].[H-].[H-].[H-].[Cl:7][C:8]1[CH:13]=[CH:12][C:11]([CH2:14][CH2:15][CH2:16][C:17]([NH2:19])=O)=[CH:10][CH:9]=1. The catalyst is C(OCC)C.O1CCCC1. The product is [Cl:7][C:8]1[CH:9]=[CH:10][C:11]([CH2:14][CH2:15][CH2:16][CH2:17][NH2:19])=[CH:12][CH:13]=1. The yield is 0.610. (2) The reactants are [NH2:1][C:2]1[CH:7]=[C:6]([F:8])[CH:5]=[CH:4][C:3]=1[C:9]([NH:11][C@:12]([CH:18]1[CH2:23][CH2:22][CH2:21][CH2:20][CH2:19]1)([C:14]([O:16][CH3:17])=[O:15])[CH3:13])=[O:10].[N:24]([C:27]1[C:32]([CH3:33])=[CH:31][C:30]([CH3:34])=[CH:29][C:28]=1[CH3:35])=[C:25]=[O:26].CCCCCC.C(OCC)(=O)C. The catalyst is N1C=CC=CC=1. The product is [CH:18]1([C@@:12]([C:14]([O:16][CH3:17])=[O:15])([CH3:13])[NH:11][C:9]([C:3]2[CH:4]=[CH:5][C:6]([F:8])=[CH:7][C:2]=2[NH:1][C:25]([NH:24][C:27]2[C:28]([CH3:35])=[CH:29][C:30]([CH3:34])=[CH:31][C:32]=2[CH3:33])=[O:26])=[O:10])[CH2:19][CH2:20][CH2:21][CH2:22][CH2:23]1. The yield is 0.880. (3) The reactants are C(O[C:4]([C:6]1[CH:7]=[C:8]2[C:12](=[CH:13][CH:14]=1)[NH:11][N:10]=[C:9]2[C:15]1[CH:24]=[CH:23][C:22]2[C:17](=[CH:18][CH:19]=[C:20]([O:25][CH3:26])[CH:21]=2)[CH:16]=1)=[NH:5])C.[N:27]1([CH2:33][C:34]([NH:36][NH2:37])=O)[CH2:32][CH2:31][O:30][CH2:29][CH2:28]1. No catalyst specified. The product is [CH3:26][O:25][C:20]1[CH:21]=[C:22]2[C:17](=[CH:18][CH:19]=1)[CH:16]=[C:15]([C:9]1[C:8]3[C:12](=[CH:13][CH:14]=[C:6]([C:4]4[N:5]=[C:34]([CH2:33][N:27]5[CH2:32][CH2:31][O:30][CH2:29][CH2:28]5)[NH:36][N:37]=4)[CH:7]=3)[NH:11][N:10]=1)[CH:24]=[CH:23]2. The yield is 0.420. (4) No catalyst specified. The yield is 0.700. The reactants are [NH2:1][C@H:2]([C:7]1[CH:12]=[CH:11][CH:10]=[CH:9][CH:8]=1)[CH2:3][C:4](=[O:6])[CH3:5].[F:13][C:14]1([F:23])[CH2:19][CH2:18][CH:17]([C:20](O)=[O:21])[CH2:16][CH2:15]1. The product is [F:13][C:14]1([F:23])[CH2:19][CH2:18][CH:17]([C:20]([NH:1][C@H:2]([C:7]2[CH:12]=[CH:11][CH:10]=[CH:9][CH:8]=2)[CH2:3][C:4](=[O:6])[CH3:5])=[O:21])[CH2:16][CH2:15]1. (5) The reactants are [C:1]1([C:6]2[CH:11]=[C:10]([F:12])[CH:9]=[CH:8][C:7]=2[O:13][CH3:14])[CH2:5][CH2:4][CH2:3][CH:2]=1. The yield is 0.880. The product is [CH:1]1([C:6]2[CH:11]=[C:10]([F:12])[CH:9]=[CH:8][C:7]=2[O:13][CH3:14])[CH2:2][CH2:3][CH2:4][CH2:5]1. The catalyst is [Pd].CO. (6) The reactants are [NH:1]1[C:9]2[C:4](=[CH:5][CH:6]=[CH:7][CH:8]=2)[C:3]([CH2:10][C:11]([CH3:14])([NH2:13])[CH3:12])=[CH:2]1.[F:15][C:16]1[CH:17]=[C:18](/[CH:25]=[CH:26]/[C:27]([O:29][CH3:30])=[O:28])[CH:19]=[C:20]([F:24])[C:21]=1[CH:22]=O. The catalyst is C(O)(=O)C. The product is [CH3:12][C:11]1([CH3:14])[NH:13][CH:22]([C:21]2[C:20]([F:24])=[CH:19][C:18](/[CH:25]=[CH:26]/[C:27]([O:29][CH3:30])=[O:28])=[CH:17][C:16]=2[F:15])[C:2]2[NH:1][C:9]3[C:4]([C:3]=2[CH2:10]1)=[CH:5][CH:6]=[CH:7][CH:8]=3. The yield is 0.950. (7) The yield is 0.200. The product is [Cl:1][C:2]1[CH:7]=[CH:6][N:5]=[C:4]2[CH:8]=[C:9]([C:20]3[CH:21]=[C:22]([CH:24]=[CH:25][CH:26]=3)[NH2:23])[O:10][C:3]=12. The catalyst is O1CCOCC1.C([O-])(=O)C.[Pd+2].C([O-])(=O)C.O. The reactants are [Cl:1][C:2]1[CH:7]=[CH:6][N:5]=[C:4]2[CH:8]=[C:9](I)[O:10][C:3]=12.CC1(C)C(C)(C)OB([C:20]2[CH:21]=[C:22]([CH:24]=[CH:25][CH:26]=2)[NH2:23])O1.C1(P(C2CCCCC2)C2C=CC=CC=2C2C(OC)=CC=CC=2OC)CCCCC1.C(=O)([O-])[O-].[K+].[K+].